From a dataset of Reaction yield outcomes from USPTO patents with 853,638 reactions. Predict the reaction yield, written as a fraction of the theoretical maximum amount of product (1.0 means a 100% yield; for example, 0.34 means a 34% yield). (1) The reactants are [OH:1][C@@H:2]1[C@@H:10]([CH2:11][OH:12])[O:9][C@H:8]2[C@H:4]([N:5]=[C:6]([N:13]([CH3:21])[C:14](=[O:20])[O:15][C:16]([CH3:19])([CH3:18])[CH3:17])[S:7]2)[C@H:3]1[OH:22].C(N(CC)CC)C.[C:30]([Si:34](Cl)([CH3:36])[CH3:35])([CH3:33])([CH3:32])[CH3:31]. The product is [Si:34]([O:12][CH2:11][C@H:10]1[O:9][C@H:8]2[C@H:4]([N:5]=[C:6]([N:13]([CH3:21])[C:14](=[O:20])[O:15][C:16]([CH3:18])([CH3:19])[CH3:17])[S:7]2)[C@@H:3]([OH:22])[C@@H:2]1[OH:1])([C:30]([CH3:33])([CH3:32])[CH3:31])([CH3:36])[CH3:35]. The yield is 0.500. The catalyst is CN(C1C=CN=CC=1)C.ClCCl. (2) The yield is 0.860. The catalyst is CC(C)C(=O)C. The product is [Br:24][CH2:2][CH2:3][N:4]([CH2:20][CH2:21][OH:22])[C:5]1[C:6]([N+:17]([O-:19])=[O:18])=[CH:7][C:8]([N+:14]([O-:16])=[O:15])=[C:9]([CH:13]=1)[C:10]([NH2:12])=[O:11]. The reactants are Cl[CH2:2][CH2:3][N:4]([CH2:20][CH2:21][OH:22])[C:5]1[C:6]([N+:17]([O-:19])=[O:18])=[CH:7][C:8]([N+:14]([O-:16])=[O:15])=[C:9]([CH:13]=1)[C:10]([NH2:12])=[O:11].[Li+].[Br-:24].O. (3) The reactants are [CH2:1]([C@@H:8]1[NH:13][CH2:12][CH2:11][N:10]([C:14]2[CH:19]=[CH:18][C:17]([O:20][CH3:21])=[C:16]([O:22][CH:23]3[CH2:25][CH2:24]3)[CH:15]=2)[CH2:9]1)[C:2]1[CH:7]=[CH:6][CH:5]=[CH:4][CH:3]=1.[CH3:26][C:27]1[NH:31][N:30]=[C:29]([CH2:32][C:33](O)=[O:34])[N:28]=1. No catalyst specified. The product is [CH2:1]([C@H:8]1[CH2:9][N:10]([C:14]2[CH:19]=[CH:18][C:17]([O:20][CH3:21])=[C:16]([O:22][CH:23]3[CH2:25][CH2:24]3)[CH:15]=2)[CH2:11][CH2:12][N:13]1[C:33](=[O:34])[CH2:32][C:29]1[NH:30][N:31]=[C:27]([CH3:26])[N:28]=1)[C:2]1[CH:3]=[CH:4][CH:5]=[CH:6][CH:7]=1. The yield is 0.400. (4) The yield is 0.160. The reactants are [CH2:1]1[C:10]2[C:5](=[CH:6][CH:7]=[CH:8][CH:9]=2)[CH2:4][CH2:3][NH:2]1.[Li]CCCC.Cl[CH2:17][CH2:18][CH2:19][C:20]1([C:25]2[CH:30]=[CH:29][C:28]([F:31])=[CH:27][CH:26]=2)[O:24][CH2:23][CH2:22][O:21]1. No catalyst specified. The product is [F:31][C:28]1[CH:27]=[CH:26][C:25]([C:20]2([CH2:19][CH2:18][CH2:17][N:2]3[CH2:3][CH2:4][C:5]4[C:10](=[CH:9][CH:8]=[CH:7][CH:6]=4)[CH2:1]3)[O:21][CH2:22][CH2:23][O:24]2)=[CH:30][CH:29]=1. (5) The reactants are [CH3:1][C:2]1[C:6]([CH3:7])=[C:5]([NH:8][C:9](=[O:16])OCC(Cl)(Cl)Cl)[O:4][N:3]=1.Cl.Cl.[C:19]1([C:25]2[N:30]=[C:29]([N:31]3[CH2:36][CH2:35][NH:34][CH2:33][CH2:32]3)[CH:28]=[CH:27][N:26]=2)[CH:24]=[CH:23][CH:22]=[CH:21][CH:20]=1. No catalyst specified. The product is [CH3:1][C:2]1[C:6]([CH3:7])=[C:5]([NH:8][C:9]([N:34]2[CH2:35][CH2:36][N:31]([C:29]3[CH:28]=[CH:27][N:26]=[C:25]([C:19]4[CH:24]=[CH:23][CH:22]=[CH:21][CH:20]=4)[N:30]=3)[CH2:32][CH2:33]2)=[O:16])[O:4][N:3]=1. The yield is 0.480. (6) The reactants are [C:1]1([S:7]([C:10]2[C:18]3[C:13](=[CH:14][CH:15]=[C:16]([O:19][CH2:20][CH2:21]OS(C4C=CC(C)=CC=4)(=O)=O)[CH:17]=3)[NH:12][N:11]=2)(=[O:9])=[O:8])[CH:6]=[CH:5][CH:4]=[CH:3][CH:2]=1.[NH:33]1[CH2:37][CH2:36][CH2:35][CH2:34]1. The catalyst is C1COCC1. The product is [C:1]1([S:7]([C:10]2[C:18]3[C:13](=[CH:14][CH:15]=[C:16]([O:19][CH2:20][CH2:21][N:33]4[CH2:37][CH2:36][CH2:35][CH2:34]4)[CH:17]=3)[NH:12][N:11]=2)(=[O:8])=[O:9])[CH:6]=[CH:5][CH:4]=[CH:3][CH:2]=1. The yield is 0.218.